Dataset: Full USPTO retrosynthesis dataset with 1.9M reactions from patents (1976-2016). Task: Predict the reactants needed to synthesize the given product. Given the product [ClH:39].[ClH:39].[CH3:27][NH:26][C:22]1[N:21]=[C:20]([CH2:19][CH2:18][CH2:17][C:14]2[CH:13]=[CH:12][C:11]([CH2:10][C@@H:9]([C:35]([O:37][CH3:38])=[O:36])[NH2:8])=[CH:16][CH:15]=2)[CH:25]=[CH:24][CH:23]=1, predict the reactants needed to synthesize it. The reactants are: C(OC([NH:8][C@H:9]([C:35]([O:37][CH3:38])=[O:36])[CH2:10][C:11]1[CH:16]=[CH:15][C:14]([CH2:17][CH2:18][CH2:19][C:20]2[CH:25]=[CH:24][CH:23]=[C:22]([N:26](C(OC(C)(C)C)=O)[CH3:27])[N:21]=2)=[CH:13][CH:12]=1)=O)(C)(C)C.[ClH:39].